From a dataset of Reaction yield outcomes from USPTO patents with 853,638 reactions. Predict the reaction yield, written as a fraction of the theoretical maximum amount of product (1.0 means a 100% yield; for example, 0.34 means a 34% yield). (1) The reactants are [Cl:1][C:2]1[N:7]=[C:6]([C:8]([O:10][CH2:11][CH3:12])=[O:9])[C:5]([N+:13]([O-])=O)=[C:4]([Cl:16])[N:3]=1.C(=O)([O-])[O-].[Na+].[Na+]. The catalyst is C(OCC)(=O)C.O. The product is [NH2:13][C:5]1[C:6]([C:8]([O:10][CH2:11][CH3:12])=[O:9])=[N:7][C:2]([Cl:1])=[N:3][C:4]=1[Cl:16]. The yield is 0.640. (2) The reactants are FC(F)(F)S(O[C:7]1[CH:8]=[C:9]([C:14]2[CH:19]=[CH:18][C:17]([S:20]([CH2:23][CH3:24])(=[O:22])=[O:21])=[CH:16][C:15]=2[O:25][CH3:26])[C:10]([Cl:13])=[CH:11][CH:12]=1)(=O)=O.[B:29]1([B:29]2[O:33][C:32]([CH3:35])([CH3:34])[C:31]([CH3:37])([CH3:36])[O:30]2)[O:33][C:32]([CH3:35])([CH3:34])[C:31]([CH3:37])([CH3:36])[O:30]1.C([O-])(=O)C.[K+]. The catalyst is O1CCOCC1.[Pd](Cl)Cl.C1(P(C2C=CC=CC=2)[C-]2C=CC=C2)C=CC=CC=1.[C-]1(P(C2C=CC=CC=2)C2C=CC=CC=2)C=CC=C1.[Fe+2]. The product is [Cl:13][C:10]1[C:9]([C:14]2[CH:19]=[CH:18][C:17]([S:20]([CH2:23][CH3:24])(=[O:22])=[O:21])=[CH:16][C:15]=2[O:25][CH3:26])=[CH:8][C:7]([B:29]2[O:33][C:32]([CH3:35])([CH3:34])[C:31]([CH3:37])([CH3:36])[O:30]2)=[CH:12][CH:11]=1. The yield is 0.400. (3) The reactants are [OH:1][CH2:2][C:3]1[CH:8]=[CH:7][C:6]([N:9]2[CH2:14][CH2:13][CH:12]([NH:15][C:16](=[O:23])[C:17]3[CH:22]=[CH:21][CH:20]=[CH:19][CH:18]=3)[CH2:11][CH2:10]2)=[CH:5][CH:4]=1.C[N+]1([O-])CCOCC1. The catalyst is C(Cl)Cl.CCC[N+](CCC)(CCC)CCC.[O-][Ru](=O)(=O)=O. The product is [CH:2]([C:3]1[CH:4]=[CH:5][C:6]([N:9]2[CH2:10][CH2:11][CH:12]([NH:15][C:16](=[O:23])[C:17]3[CH:18]=[CH:19][CH:20]=[CH:21][CH:22]=3)[CH2:13][CH2:14]2)=[CH:7][CH:8]=1)=[O:1]. The yield is 0.320. (4) The reactants are [OH:1][C@H:2]([C@@H:14]([NH:19][C:20](=[O:43])[O:21][C@H:22]([CH2:27][N:28]1[CH:32]=[CH:31][C:30]([C:33]2[CH:38]=[CH:37][C:36]([C:39]([F:42])([F:41])[F:40])=[CH:35][CH:34]=2)=[N:29]1)[C:23]([CH3:26])([CH3:25])[CH3:24])[CH2:15][CH2:16][CH2:17][CH3:18])[CH2:3][NH:4][S:5]([C:8]1[CH:13]=[CH:12][CH:11]=[CH:10][N:9]=1)(=[O:7])=[O:6].O[C@@H]([C@@H](NC(=O)O[C@H](CN1C=CC(C2C=CC(C(F)(F)F)=CC=2)=N1)C(C)(C)C)CCCC)CNS(C1C=CC=CN=1)(=O)=O.CC(OI1(OC(C)=O)(OC(C)=O)OC(=O)C2C=CC=CC1=2)=O. The catalyst is ClCCl. The product is [N:9]1[CH:10]=[CH:11][CH:12]=[CH:13][C:8]=1[S:5]([NH:4][CH2:3][C:2]([C@@H:14]([NH:19][C:20](=[O:43])[O:21][C@H:22]([CH2:27][N:28]1[CH:32]=[CH:31][C:30]([C:33]2[CH:38]=[CH:37][C:36]([C:39]([F:42])([F:40])[F:41])=[CH:35][CH:34]=2)=[N:29]1)[C:23]([CH3:25])([CH3:26])[CH3:24])[CH2:15][CH2:16][CH2:17][CH3:18])=[O:1])(=[O:6])=[O:7]. The yield is 0.620. (5) The reactants are [N+](=[CH:3][C:4]([CH2:6][C:7]1[S:8][CH:9]=[CH:10][CH:11]=1)=[O:5])=[N-]. The catalyst is ClCCl.C([O-])(=O)C.C([O-])(=O)C.C([O-])(=O)C.C([O-])(=O)C.[Rh+3].[Rh+3]. The product is [S:8]1[CH:9]=[CH:10][C:11]2[CH2:3][C:4](=[O:5])[CH2:6][C:7]1=2. The yield is 0.310. (6) The reactants are [N+:1](/[CH:4]=[CH:5]/[C:6]1[CH:19]=[CH:18][C:9]([O:10][CH2:11][C:12]2[CH:17]=[CH:16][CH:15]=[CH:14][N:13]=2)=[CH:8][CH:7]=1)([O-:3])=[O:2].CS(C)=O.[BH4-].[Na+]. The catalyst is C(O)(=O)C. The product is [N+:1]([CH2:4][CH2:5][C:6]1[CH:19]=[CH:18][C:9]([O:10][CH2:11][C:12]2[CH:17]=[CH:16][CH:15]=[CH:14][N:13]=2)=[CH:8][CH:7]=1)([O-:3])=[O:2]. The yield is 0.200. (7) The reactants are [CH2:1]([N:5]([CH2:13][CH2:14][CH2:15][CH3:16])[C:6]1[CH:7]=[C:8]([OH:12])[CH:9]=[CH:10][CH:11]=1)[CH2:2][CH2:3][CH3:4].CI.[C:19](=O)([O-])[O-].[K+].[K+].O. The catalyst is CN1CCCC1=O.C(OCC)(=O)C. The product is [CH2:1]([N:5]([CH2:13][CH2:14][CH2:15][CH3:16])[C:6]1[CH:11]=[CH:10][CH:9]=[C:8]([O:12][CH3:19])[CH:7]=1)[CH2:2][CH2:3][CH3:4]. The yield is 0.487.